This data is from Forward reaction prediction with 1.9M reactions from USPTO patents (1976-2016). The task is: Predict the product of the given reaction. (1) Given the reactants [CH2:1]([OH:8])[C:2]1[CH:7]=[CH:6][CH:5]=[CH:4][CH:3]=1.Cl[S:10]([N:13]=[C:14]=[O:15])(=[O:12])=[O:11].Cl.[CH2:17]([O:19][C:20](=[O:24])[CH2:21][CH2:22][NH2:23])[CH3:18].C(N(CC)C(C)C)(C)C.Cl, predict the reaction product. The product is: [CH2:1]([O:8][C:14]([NH:13][S:10]([NH:23][CH2:22][CH2:21][C:20]([O:19][CH2:17][CH3:18])=[O:24])(=[O:12])=[O:11])=[O:15])[C:2]1[CH:7]=[CH:6][CH:5]=[CH:4][CH:3]=1. (2) Given the reactants [C:1]([C:6]1([CH2:12][CH:13]=[CH2:14])[CH2:10][CH2:9][CH2:8][C:7]1=O)([O:3][CH2:4][CH3:5])=[O:2].[Cl:15][C:16]1[CH:21]=[CH:20][C:19]([Cl:22])=[CH:18][C:17]=1[NH:23][NH2:24].C([O-])(=O)C.[Na+], predict the reaction product. The product is: [CH2:4]([O:3][C:1]([C:6]1([CH2:12][CH:13]=[CH2:14])[CH2:10][CH2:9][CH2:8][C:7]1=[N:24][NH:23][C:17]1[CH:18]=[C:19]([Cl:22])[CH:20]=[CH:21][C:16]=1[Cl:15])=[O:2])[CH3:5]. (3) The product is: [CH3:9][N:10]1[C:19]2[NH:18][C:17]3[CH:20]=[C:21]([CH3:24])[CH:22]=[CH:23][C:16]=3[N:15]([C:25]([C:27]3[CH:43]=[CH:42][C:30]([CH2:31][NH:32][C:33](=[O:41])[CH2:34][CH:35]4[CH2:40][CH2:39][N:38]([CH2:2][CH2:3][CH2:4][CH2:5][CH2:6][CH3:7])[CH2:37][CH2:36]4)=[C:29]([F:44])[CH:28]=3)=[O:26])[CH2:14][C:13]=2[CH:12]=[N:11]1. Given the reactants Br[CH2:2][CH2:3][CH2:4][CH2:5][CH2:6][CH3:7].Cl.[CH3:9][N:10]1[C:19]2[NH:18][C:17]3[CH:20]=[C:21]([CH3:24])[CH:22]=[CH:23][C:16]=3[N:15]([C:25]([C:27]3[CH:43]=[CH:42][C:30]([CH2:31][NH:32][C:33](=[O:41])[CH2:34][CH:35]4[CH2:40][CH2:39][NH:38][CH2:37][CH2:36]4)=[C:29]([F:44])[CH:28]=3)=[O:26])[CH2:14][C:13]=2[CH:12]=[N:11]1, predict the reaction product. (4) The product is: [C:31]([O:30][C:29](=[O:35])[NH:28][C:26]1[N:25]([CH2:18][C:19]2[CH:20]=[CH:21][CH:22]=[CH:23][CH:24]=2)[C:3](=[O:17])[CH2:4][C@@:5]([CH3:6])([C:7]2[CH:12]=[CH:11][CH:10]=[C:9]([N+:13]([O-:15])=[O:14])[CH:8]=2)[N:16]=1)([CH3:34])([CH3:32])[CH3:33]. Given the reactants CO[C:3](=[O:17])[CH2:4][C@:5]([NH2:16])([C:7]1[CH:12]=[CH:11][CH:10]=[C:9]([N+:13]([O-:15])=[O:14])[CH:8]=1)[CH3:6].[CH2:18]([NH:25][C:26]([NH:28][C:29](=[O:35])[O:30][C:31]([CH3:34])([CH3:33])[CH3:32])=S)[C:19]1[CH:24]=[CH:23][CH:22]=[CH:21][CH:20]=1, predict the reaction product. (5) Given the reactants C1C(=O)N([Br:8])C(=O)C1.C1(P(C2C=CC=CC=2)C2C=CC=CC=2)C=CC=CC=1.[Cl:28][C:29]1[CH:30]=[C:31]([C:35]2[O:39][N:38]=[C:37]([CH:40](O)[CH3:41])[N:36]=2)[CH:32]=[CH:33][CH:34]=1, predict the reaction product. The product is: [Br:8][CH:40]([C:37]1[N:36]=[C:35]([C:31]2[CH:32]=[CH:33][CH:34]=[C:29]([Cl:28])[CH:30]=2)[O:39][N:38]=1)[CH3:41].